Predict the product of the given reaction. From a dataset of Forward reaction prediction with 1.9M reactions from USPTO patents (1976-2016). (1) Given the reactants Cl.[N:2]1[CH:7]=[CH:6][CH:5]=[C:4]([S:8](Cl)(=[O:10])=[O:9])[CH:3]=1.Cl.[NH2:13][CH2:14][CH2:15][CH2:16][CH2:17][CH2:18][C:19]([O:21][CH3:22])=[O:20].C(N(CC)CC)C, predict the reaction product. The product is: [CH3:22][O:21][C:19](=[O:20])[CH2:18][CH2:17][CH2:16][CH2:15][CH2:14][NH:13][S:8]([C:4]1[CH:3]=[N:2][CH:7]=[CH:6][CH:5]=1)(=[O:10])=[O:9]. (2) Given the reactants [F:1][C:2]1[CH:7]=[CH:6][C:5]([C:8]2([C:26]3[CH:31]=[CH:30][C:29]([F:32])=[CH:28][CH:27]=3)[CH2:12][CH2:11][N:10]([CH2:13][C:14](=[O:24])[N:15]3[CH2:18][C:17]4([CH2:23][CH2:22][NH:21][CH2:20][CH2:19]4)[CH2:16]3)[C:9]2=[O:25])=[CH:4][CH:3]=1.Br[CH2:34][C:35]1[CH:40]=[CH:39][C:38]([C:41]([F:44])([F:43])[F:42])=[CH:37][CH:36]=1.C(N(C(C)C)C(C)C)C, predict the reaction product. The product is: [F:32][C:29]1[CH:28]=[CH:27][C:26]([C:8]2([C:5]3[CH:6]=[CH:7][C:2]([F:1])=[CH:3][CH:4]=3)[CH2:12][CH2:11][N:10]([CH2:13][C:14](=[O:24])[N:15]3[CH2:18][C:17]4([CH2:19][CH2:20][N:21]([CH2:34][C:35]5[CH:36]=[CH:37][C:38]([C:41]([F:42])([F:43])[F:44])=[CH:39][CH:40]=5)[CH2:22][CH2:23]4)[CH2:16]3)[C:9]2=[O:25])=[CH:31][CH:30]=1.